The task is: Predict the product of the given reaction.. This data is from Forward reaction prediction with 1.9M reactions from USPTO patents (1976-2016). (1) Given the reactants [F:1][C:2]([F:12])([F:11])[C:3]1[CH:4]=[C:5]([NH2:10])[C:6]([NH2:9])=[CH:7][CH:8]=1.[C:13](N1C=CN=C1)(N1C=CN=C1)=[S:14], predict the reaction product. The product is: [SH:14][C:13]1[NH:10][C:5]2[CH:4]=[C:3]([C:2]([F:11])([F:12])[F:1])[CH:8]=[CH:7][C:6]=2[N:9]=1. (2) Given the reactants [CH:1]1([C:4]2[S:30][C:7]3[N:8]([CH2:14][C:15]4[CH:20]=[CH:19][C:18]([C:21]5[C:22]([C:27]#[N:28])=[CH:23][CH:24]=[CH:25][CH:26]=5)=[CH:17][C:16]=4[F:29])[C:9](=[O:13])[NH:10][C:11](=[O:12])[C:6]=3[CH:5]=2)[CH2:3][CH2:2]1.Br[CH2:32][C:33]([C:35]1[CH:40]=[CH:39][C:38]([F:41])=[CH:37][C:36]=1[O:42][CH3:43])=[O:34].CN(C)C=O.[H-].[Na+], predict the reaction product. The product is: [CH:1]1([C:4]2[S:30][C:7]3[N:8]([CH2:14][C:15]4[CH:20]=[CH:19][C:18]([C:21]5[C:22]([C:27]#[N:28])=[CH:23][CH:24]=[CH:25][CH:26]=5)=[CH:17][C:16]=4[F:29])[C:9](=[O:13])[N:10]([CH2:32][C:33]([C:35]4[CH:40]=[CH:39][C:38]([F:41])=[CH:37][C:36]=4[O:42][CH3:43])=[O:34])[C:11](=[O:12])[C:6]=3[CH:5]=2)[CH2:3][CH2:2]1. (3) Given the reactants [Br:1][C:2]1[CH:3]=[C:4]([C:9]2[CH:14]=[CH:13][C:12]([CH2:15][N:16]([CH3:32])[C:17]([C:19]3[C:23]4[CH:24]=[CH:25][CH:26]=[CH:27][C:22]=4[O:21][C:20]=3[CH2:28][CH2:29][CH2:30][CH3:31])=[O:18])=[CH:11][CH:10]=2)[CH:5]=[CH:6][C:7]=1[OH:8].Br[CH2:34][C:35]([O:37][CH3:38])=[O:36].C(=O)([O-])[O-].[K+].[K+], predict the reaction product. The product is: [CH3:38][O:37][C:35](=[O:36])[CH2:34][O:8][C:7]1[CH:6]=[CH:5][C:4]([C:9]2[CH:10]=[CH:11][C:12]([CH2:15][N:16]([C:17]([C:19]3[C:23]4[CH:24]=[CH:25][CH:26]=[CH:27][C:22]=4[O:21][C:20]=3[CH2:28][CH2:29][CH2:30][CH3:31])=[O:18])[CH3:32])=[CH:13][CH:14]=2)=[CH:3][C:2]=1[Br:1].